From a dataset of Catalyst prediction with 721,799 reactions and 888 catalyst types from USPTO. Predict which catalyst facilitates the given reaction. (1) Reactant: [C:1]([C:5]1[CH:6]=[C:7]([S:11]([N:14]2[CH2:19][CH2:18][N:17]3[CH2:20][C@H:21]([O:23][C:24]4[CH:29]=[N:28][C:27]([C:30]([CH3:32])=[CH2:31])=[CH:26][N:25]=4)[CH2:22][C@H:16]3[CH2:15]2)(=[O:13])=[O:12])[CH:8]=[CH:9][CH:10]=1)([CH3:4])([CH3:3])[CH3:2].[H][H]. Product: [C:1]([C:5]1[CH:6]=[C:7]([S:11]([N:14]2[CH2:19][CH2:18][N:17]3[CH2:20][C@H:21]([O:23][C:24]4[CH:29]=[N:28][C:27]([CH:30]([CH3:32])[CH3:31])=[CH:26][N:25]=4)[CH2:22][C@H:16]3[CH2:15]2)(=[O:13])=[O:12])[CH:8]=[CH:9][CH:10]=1)([CH3:4])([CH3:3])[CH3:2]. The catalyst class is: 171. (2) Reactant: [CH3:1][O:2][C:3]1[CH:8]=[CH:7][C:6]([NH2:9])=[CH:5][CH:4]=1.[CH:10](I)([CH3:12])[CH3:11].C(N(CC)CC)C. Product: [CH:10]([NH:9][C:6]1[CH:7]=[CH:8][C:3]([O:2][CH3:1])=[CH:4][CH:5]=1)([CH3:12])[CH3:11]. The catalyst class is: 5. (3) Reactant: C(O)(=O)C.[BH4-].[Na+].[NH2:7][C:8]1[CH:12]=[CH:11][S:10][C:9]=1[C:13]([O:15][CH3:16])=[O:14].CO[C:19]([CH3:21])=[CH2:20]. Product: [CH3:20][CH:19]([NH:7][C:8]1[CH:12]=[CH:11][S:10][C:9]=1[C:13]([O:15][CH3:16])=[O:14])[CH3:21]. The catalyst class is: 2.